This data is from Peptide-MHC class II binding affinity with 134,281 pairs from IEDB. The task is: Regression. Given a peptide amino acid sequence and an MHC pseudo amino acid sequence, predict their binding affinity value. This is MHC class II binding data. (1) The peptide sequence is GSHEVNGTWMIHTLE. The MHC is HLA-DQA10501-DQB10302 with pseudo-sequence HLA-DQA10501-DQB10302. The binding affinity (normalized) is 0.440. (2) The peptide sequence is APGDSPNTDGIHIGD. The MHC is DRB1_1501 with pseudo-sequence DRB1_1501. The binding affinity (normalized) is 0. (3) The peptide sequence is NGVIKILTYPWDRIE. The MHC is DRB1_0404 with pseudo-sequence DRB1_0404. The binding affinity (normalized) is 0.719. (4) The peptide sequence is AVFEAALTKAITAMS. The MHC is DRB3_0202 with pseudo-sequence DRB3_0202. The binding affinity (normalized) is 0.271.